From a dataset of Forward reaction prediction with 1.9M reactions from USPTO patents (1976-2016). Predict the product of the given reaction. The product is: [C:1]([C:5]1[CH:13]=[C:9]([C:10](=[O:11])[NH:44][CH:48]2[CH2:49][CH2:50]2)[C:8]([O:14][CH3:15])=[C:7]([NH:16][C:17]([C:19]2[N:20]([CH3:43])[C:21]3[C:26]([CH:27]=2)=[CH:25][CH:24]=[CH:23][C:22]=3[CH2:28][N:29]2[CH2:34][CH2:33][N:32]([C:35]([C@@H:37]3[CH2:41][CH2:40][CH2:39][N:38]3[CH3:42])=[O:36])[CH2:31][CH2:30]2)=[O:18])[CH:6]=1)([CH3:3])([CH3:2])[CH3:4]. Given the reactants [C:1]([C:5]1[CH:6]=[C:7]([NH:16][C:17]([C:19]2[N:20]([CH3:43])[C:21]3[C:26]([CH:27]=2)=[CH:25][CH:24]=[CH:23][C:22]=3[CH2:28][N:29]2[CH2:34][CH2:33][N:32]([C:35]([CH:37]3[CH2:41][CH2:40][CH2:39][N:38]3[CH3:42])=[O:36])[CH2:31][CH2:30]2)=[O:18])[C:8]([O:14][CH3:15])=[C:9]([CH:13]=1)[C:10](O)=[O:11])([CH3:4])([CH3:3])[CH3:2].[N:44]1(OC(N(C)C)=[N+](C)C)[C:48]2[CH:49]=[CH:50][CH:50]=[CH:49][C:48]=2[N:44]=N1.F[B-](F)(F)F.C(N(CC)C(C)C)(C)C.C1(N)CC1, predict the reaction product.